Dataset: Merck oncology drug combination screen with 23,052 pairs across 39 cell lines. Task: Regression. Given two drug SMILES strings and cell line genomic features, predict the synergy score measuring deviation from expected non-interaction effect. Drug 1: Cc1nc(Nc2ncc(C(=O)Nc3c(C)cccc3Cl)s2)cc(N2CCN(CCO)CC2)n1. Drug 2: COC1CC2CCC(C)C(O)(O2)C(=O)C(=O)N2CCCCC2C(=O)OC(C(C)CC2CCC(OP(C)(C)=O)C(OC)C2)CC(=O)C(C)C=C(C)C(O)C(OC)C(=O)C(C)CC(C)C=CC=CC=C1C. Cell line: A2058. Synergy scores: synergy=84.4.